Dataset: Full USPTO retrosynthesis dataset with 1.9M reactions from patents (1976-2016). Task: Predict the reactants needed to synthesize the given product. (1) Given the product [C:20]([C:7]1[CH2:12][CH2:11][N:10]([C:13]([O:15][C:16]([CH3:19])([CH3:18])[CH3:17])=[O:14])[CH2:9][CH:8]=1)#[N:21], predict the reactants needed to synthesize it. The reactants are: C(OCC)C.O=[C:7]1[CH2:12][CH2:11][N:10]([C:13]([O:15][C:16]([CH3:19])([CH3:18])[CH3:17])=[O:14])[CH2:9][CH2:8]1.[C-:20]#[N:21].[Na+].C(=O)([O-])O.[Na+]. (2) Given the product [F:1][C:2]1[CH:11]=[C:10]([C:12]2[N:17]=[C:16]3[N:18]([CH2:21][C:22]4[CH:23]=[C:24]5[C:29](=[CH:30][CH:31]=4)[N:28]=[CH:27][CH:26]=[CH:25]5)[N:19]=[N:20][C:15]3=[CH:14][CH:13]=2)[CH:9]=[CH:8][C:3]=1[C:73]([OH:68])([CH3:72])[CH3:33], predict the reactants needed to synthesize it. The reactants are: [F:1][C:2]1[CH:11]=[C:10]([C:12]2[N:17]=[C:16]3[N:18]([CH2:21][C:22]4[CH:23]=[C:24]5[C:29](=[CH:30][CH:31]=4)[N:28]=[CH:27][CH:26]=[CH:25]5)[N:19]=[N:20][C:15]3=[CH:14][CH:13]=2)[CH:9]=[CH:8][C:3]=1C(NC)=O.Cl[C:33]1C(F)=CC=C(F)C=1CN1C2=NC(C3C=CC(C(NC)=O)=C(F)C=3)=CC=C2N=N1.C(=O)([O-])[O-].[K+].[K+].[O:68]1[CH2:73][CH2:72]OCC1.